This data is from Reaction yield outcomes from USPTO patents with 853,638 reactions. The task is: Predict the reaction yield, written as a fraction of the theoretical maximum amount of product (1.0 means a 100% yield; for example, 0.34 means a 34% yield). (1) The reactants are [NH2:1][C:2]1[C:7]([C:8]#[N:9])=[CH:6][CH:5]=[CH:4][N:3]=1.[C:10]([N:18]=[C:19]=[O:20])(=[O:17])[C:11]1[CH:16]=[CH:15][CH:14]=[CH:13][CH:12]=1. The catalyst is O1CCOCC1. The product is [C:8]([C:7]1[C:2]([NH:1][C:19]([NH:18][C:10](=[O:17])[C:11]2[CH:12]=[CH:13][CH:14]=[CH:15][CH:16]=2)=[O:20])=[N:3][CH:4]=[CH:5][CH:6]=1)#[N:9]. The yield is 0.540. (2) The reactants are CC(C)([O-])C.[K+].[CH3:7][O:8][C:9](=[O:32])[CH:10]([NH:21][C:22]([O:24][CH2:25][C:26]1[CH:31]=[CH:30][CH:29]=[CH:28][CH:27]=1)=[O:23])P(OOCC)(OOCC)=O.[CH3:33][O:34][C:35]1[CH:36]=[C:37]([CH:40]=[CH:41][C:42]=1[N:43]1[CH:47]=[C:46]([CH3:48])[N:45]=[CH:44]1)[CH:38]=O.[Cl-].[NH4+]. The catalyst is C(OCC)(=O)C.C(Cl)Cl. The product is [CH3:7][O:8][C:9](=[O:32])/[C:10](/[NH:21][C:22]([O:24][CH2:25][C:26]1[CH:27]=[CH:28][CH:29]=[CH:30][CH:31]=1)=[O:23])=[CH:38]/[C:37]1[CH:40]=[CH:41][C:42]([N:43]2[CH:47]=[C:46]([CH3:48])[N:45]=[CH:44]2)=[C:35]([O:34][CH3:33])[CH:36]=1. The yield is 0.450. (3) The reactants are CC1(C)COB([C:8]2[CH:20]=[CH:19][C:11]([O:12][CH2:13][CH2:14][NH:15][C:16](=[O:18])[CH3:17])=[CH:10][CH:9]=2)OC1.Br[C:23]1[CH:24]=[C:25]2[C:29](=[CH:30][C:31]=1[Cl:32])[NH:28][CH:27]=[C:26]2[CH:33]=[O:34].C(=O)([O-])[O-].[K+].[K+].C1(C)C=CC=CC=1. The catalyst is C(O)C.C1C=CC(P(C2C=CC=CC=2)[C-]2C=CC=C2)=CC=1.C1C=CC(P(C2C=CC=CC=2)[C-]2C=CC=C2)=CC=1.Cl[Pd]Cl.[Fe+2].C(OCC)(=O)C. The product is [Cl:32][C:31]1[CH:30]=[C:29]2[C:25]([C:26]([CH:33]=[O:34])=[CH:27][NH:28]2)=[CH:24][C:23]=1[C:8]1[CH:9]=[CH:10][C:11]([O:12][CH2:13][CH2:14][NH:15][C:16](=[O:18])[CH3:17])=[CH:19][CH:20]=1. The yield is 0.650. (4) The reactants are [CH3:1][O:2][C:3]1[CH:8]=[C:7]([O:9][CH3:10])[C:6]([N+:11]([O-])=O)=[CH:5][C:4]=1[C:14](=[O:16])[CH3:15]. The catalyst is CCO.C1COCC1. The product is [NH2:11][C:6]1[C:7]([O:9][CH3:10])=[CH:8][C:3]([O:2][CH3:1])=[C:4]([C:14](=[O:16])[CH3:15])[CH:5]=1. The yield is 1.00. (5) The reactants are [NH2:1][CH2:2][CH2:3][CH2:4][OH:5].Cl[C:7]([O:9][CH2:10][C:11]1[CH:16]=[CH:15][CH:14]=[CH:13][CH:12]=1)=[O:8]. The catalyst is C(Cl)Cl. The product is [C:7]([NH:1][CH2:2][CH2:3][CH2:4][OH:5])([O:9][CH2:10][C:11]1[CH:16]=[CH:15][CH:14]=[CH:13][CH:12]=1)=[O:8]. The yield is 0.589. (6) The reactants are [Cl:1][C:2]1[C:11]([CH:12]=O)=[CH:10][C:9]2[C:4](=[C:5]([CH3:14])[CH:6]=[CH:7][CH:8]=2)[N:3]=1.[CH3:15][C:16]([S@:19]([NH2:21])=[O:20])([CH3:18])[CH3:17].O. The catalyst is C1COCC1.CC(C)[O-].[Ti+4].CC(C)[O-].CC(C)[O-].CC(C)[O-]. The product is [Cl:1][C:2]1[C:11](/[CH:12]=[N:21]/[S@@:19]([C:16]([CH3:18])([CH3:17])[CH3:15])=[O:20])=[CH:10][C:9]2[C:4](=[C:5]([CH3:14])[CH:6]=[CH:7][CH:8]=2)[N:3]=1. The yield is 0.720.